This data is from NCI-60 drug combinations with 297,098 pairs across 59 cell lines. The task is: Regression. Given two drug SMILES strings and cell line genomic features, predict the synergy score measuring deviation from expected non-interaction effect. Drug 1: C1CC(=O)NC(=O)C1N2CC3=C(C2=O)C=CC=C3N. Drug 2: C1CCC(CC1)NC(=O)N(CCCl)N=O. Cell line: MALME-3M. Synergy scores: CSS=16.3, Synergy_ZIP=-1.07, Synergy_Bliss=5.09, Synergy_Loewe=-1.34, Synergy_HSA=3.59.